From a dataset of Reaction yield outcomes from USPTO patents with 853,638 reactions. Predict the reaction yield, written as a fraction of the theoretical maximum amount of product (1.0 means a 100% yield; for example, 0.34 means a 34% yield). (1) The reactants are [F:1][C:2]1([F:43])[CH2:6][C@H:5]([O:7][C:8]2[C:13]([CH3:14])=[CH:12][C:11]([S:15]([N:18](CC3C=CC(OC)=CC=3OC)[C:19]3[CH:24]=[CH:23][N:22]=[CH:21][N:20]=3)(=[O:17])=[O:16])=[C:10]([F:36])[CH:9]=2)[C@@H:4]([C:37]2[N:41]([CH3:42])[N:40]=[CH:39][CH:38]=2)[CH2:3]1.C([SiH](CC)CC)C.FC(F)(F)C(O)=O. The catalyst is ClCCl. The product is [F:43][C:2]1([F:1])[CH2:6][C@H:5]([O:7][C:8]2[C:13]([CH3:14])=[CH:12][C:11]([S:15]([NH:18][C:19]3[CH:24]=[CH:23][N:22]=[CH:21][N:20]=3)(=[O:16])=[O:17])=[C:10]([F:36])[CH:9]=2)[C@@H:4]([C:37]2[N:41]([CH3:42])[N:40]=[CH:39][CH:38]=2)[CH2:3]1. The yield is 0.820. (2) The reactants are [N+:1]([C:4]1[CH:5]=[N:6][CH:7]=[CH:8][C:9]=1[C:10]1[CH2:19][CH2:18][C:13]2(OCC[O:14]2)[CH2:12][CH:11]=1)([O-:3])=[O:2]. The catalyst is C(O)(C(F)(F)F)=O.C(Cl)Cl. The product is [N+:1]([C:4]1[CH:5]=[N:6][CH:7]=[CH:8][C:9]=1[C:10]1[CH2:19][CH2:18][C:13](=[O:14])[CH2:12][CH:11]=1)([O-:3])=[O:2]. The yield is 0.850.